This data is from Full USPTO retrosynthesis dataset with 1.9M reactions from patents (1976-2016). The task is: Predict the reactants needed to synthesize the given product. (1) Given the product [Cl:21][C:17]1[CH:16]=[C:15]([N:10]2[CH2:11][CH2:12][N:8]([C:3]3[CH:4]=[N:5][CH:6]=[CH:7][C:2]=3[CH3:1])[C:9]2=[O:13])[CH:20]=[CH:19][CH:18]=1, predict the reactants needed to synthesize it. The reactants are: [CH3:1][C:2]1[CH:7]=[CH:6][N:5]=[CH:4][C:3]=1[N:8]1[CH2:12][CH2:11][NH:10][C:9]1=[O:13].Br[C:15]1[CH:20]=[CH:19][CH:18]=[C:17]([Cl:21])[CH:16]=1.N[C@@H]1CCCC[C@H]1N.P([O-])([O-])([O-])=O.[K+].[K+].[K+]. (2) Given the product [C:13]1(=[O:17])[CH:11]2[CH2:12][NH:8][CH2:9][CH:10]2[C:15](=[O:16])[NH:14]1, predict the reactants needed to synthesize it. The reactants are: C([N:8]1[CH2:12][C@@H:11]2[C:13](=[O:17])[NH:14][C:15](=[O:16])[C@@H:10]2[CH2:9]1)C1C=CC=CC=1.[H][H]. (3) The reactants are: C([O:8][C:9]1[CH:14]=[C:13]([O:15]CC2C=CC=CC=2)[C:12]([C:23]2[N:27]([CH2:28][CH2:29][CH2:30][CH3:31])[N:26]=[N:25][N:24]=2)=[CH:11][C:10]=1[C:32]1[CH:37]=[CH:36][CH:35]=[C:34]([C:38](O)=[O:39])[CH:33]=1)C1C=CC=CC=1.[CH3:41][CH:42]([NH2:46])[CH2:43][O:44][CH3:45]. Given the product [CH3:45][O:44][CH2:43][CH:42]([NH:46][C:38]([C:34]1[CH:33]=[C:32]([C:10]2[CH:11]=[C:12]([C:23]3[N:27]([CH2:28][CH2:29][CH2:30][CH3:31])[N:26]=[N:25][N:24]=3)[C:13]([OH:15])=[CH:14][C:9]=2[OH:8])[CH:37]=[CH:36][CH:35]=1)=[O:39])[CH3:41], predict the reactants needed to synthesize it. (4) Given the product [CH2:1]([N:5]1[N:9]=[C:8]([C:10]([OH:12])=[O:11])[CH:7]=[N:6]1)[CH2:2][CH2:3][CH3:4], predict the reactants needed to synthesize it. The reactants are: [CH2:1]([N:5]1[N:9]=[C:8]([C:10]([O:12]CC)=[O:11])[CH:7]=[N:6]1)[CH2:2][CH2:3][CH3:4].C(O)C.[OH-].[K+]. (5) Given the product [CH3:120][C:115]1([CH3:121])[C:116]([CH3:118])([CH3:119])[O:117][B:113]([C:110]2[CH:111]=[CH:112][C:107]([N:95]([C:92]3[CH:91]=[CH:90][C:89]([B:84]4[O:85][C:86]([CH3:88])([CH3:87])[C:82]([CH3:122])([CH3:81])[O:83]4)=[CH:94][CH:93]=3)[C:96]3[CH:97]=[CH:98][C:99]([C:102]([CH3:105])([CH3:106])[C:103]#[N:104])=[CH:100][CH:101]=3)=[CH:108][CH:109]=2)[O:114]1.[CH:69]([C:70]#[N:71])([CH3:72])[CH3:66], predict the reactants needed to synthesize it. The reactants are: BrC1C=CC2C3C=C4C(CCCCCCCC)(CCCCCCCC)C5C(=CC=C(Br)C=5)C4=CC=3C(CCCCCCCC)(CCCCCCCC)C=2C=1.BrC1C=CC(N(C2C=CC(Br)=CC=2)C2C=C[C:66]([C:69](C)([CH3:72])[C:70]#[N:71])=CC=2)=CC=1.[CH3:81][C:82]1([CH3:122])[C:86]([CH3:88])([CH3:87])[O:85][B:84]([C:89]2[CH:94]=[CH:93][C:92]([N:95]([C:107]3[CH:112]=[CH:111][C:110]([B:113]4[O:117][C:116]([CH3:119])([CH3:118])[C:115]([CH3:121])([CH3:120])[O:114]4)=[CH:109][CH:108]=3)[C:96]3[CH:101]=[CH:100][C:99]([C:102]([CH3:106])([CH3:105])[C:103]#[N:104])=[CH:98][CH:97]=3)=[CH:91][CH:90]=2)[O:83]1.P([O-])([O-])([O-])=O.[K+].[K+].[K+]. (6) Given the product [N:8]1[O:9][N:10]=[C:11]2[CH:16]=[C:15]([C:17]([N:2]3[CH2:3][CH:4]4[CH2:7][CH:1]3[CH2:6][O:5]4)=[O:18])[CH:14]=[CH:13][C:12]=12, predict the reactants needed to synthesize it. The reactants are: [CH:1]12[CH2:7][CH:4]([O:5][CH2:6]1)[CH2:3][NH:2]2.[N:8]1[O:9][N:10]=[C:11]2[CH:16]=[C:15]([C:17](Cl)=[O:18])[CH:14]=[CH:13][C:12]=12. (7) Given the product [NH2:13][C:5]1[C:6]([OH:12])=[C:7]([S:8]([NH2:11])(=[O:10])=[O:9])[C:2]([Cl:1])=[CH:3][CH:4]=1, predict the reactants needed to synthesize it. The reactants are: [Cl:1][C:2]1[C:7]([S:8]([NH2:11])(=[O:10])=[O:9])=[C:6]([OH:12])[C:5]([N+:13]([O-])=O)=[CH:4][CH:3]=1. (8) Given the product [CH2:13]([C:4]1[C:3]([C:15]([O:17][N:26]2[C:27]3=[N:32][CH:31]=[CH:30][CH:29]=[C:28]3[N:33]=[N:34]2)=[O:16])=[C:2]([NH2:1])[N:6]([C:7]2[CH:12]=[CH:11][CH:10]=[CH:9][CH:8]=2)[N:5]=1)[CH3:14], predict the reactants needed to synthesize it. The reactants are: [NH2:1][C:2]1[N:6]([C:7]2[CH:12]=[CH:11][CH:10]=[CH:9][CH:8]=2)[N:5]=[C:4]([CH2:13][CH3:14])[C:3]=1[C:15]([OH:17])=[O:16].CN(C(O[N:26]1[N:34]=[N:33][C:28]2[CH:29]=[CH:30][CH:31]=[N:32][C:27]1=2)=[N+](C)C)C.F[P-](F)(F)(F)(F)F.C1C=NC2N(O)N=NC=2C=1.CCN(C(C)C)C(C)C. (9) Given the product [OH:30][CH:23]([C:24]1[CH:25]=[CH:26][CH:27]=[CH:28][CH:29]=1)[C:19]1[C:18]([O:31][C:32]([F:33])([F:34])[F:35])=[CH:17][CH:16]=[C:15]2[C:20]=1[C:21](=[O:22])[N:12]([CH2:11][CH2:10][CH2:9][OH:8])[C:13](=[O:37])[N:14]2[CH3:36], predict the reactants needed to synthesize it. The reactants are: [Si]([O:8][CH2:9][CH2:10][CH2:11][N:12]1[C:21](=[O:22])[C:20]2[C:15](=[CH:16][CH:17]=[C:18]([O:31][C:32]([F:35])([F:34])[F:33])[C:19]=2[CH:23]([OH:30])[C:24]2[CH:29]=[CH:28][CH:27]=[CH:26][CH:25]=2)[N:14]([CH3:36])[C:13]1=[O:37])(C(C)(C)C)(C)C.Cl.